The task is: Predict the product of the given reaction.. This data is from Forward reaction prediction with 1.9M reactions from USPTO patents (1976-2016). (1) Given the reactants CCN(S(F)(F)[F:7])CC.O[CH2:11][C:12]1[CH:21]=[CH:20][C:19]2[C:14](=[CH:15][CH:16]=[CH:17][C:18]=2[N:22]2[CH2:27][CH2:26][N:25]([C:28]([O:30][C:31]([CH3:34])([CH3:33])[CH3:32])=[O:29])[CH2:24][CH2:23]2)[N:13]=1, predict the reaction product. The product is: [F:7][CH2:11][C:12]1[CH:21]=[CH:20][C:19]2[C:14](=[CH:15][CH:16]=[CH:17][C:18]=2[N:22]2[CH2:27][CH2:26][N:25]([C:28]([O:30][C:31]([CH3:34])([CH3:33])[CH3:32])=[O:29])[CH2:24][CH2:23]2)[N:13]=1. (2) Given the reactants [NH:1]1[C:5]([NH:6][C:7]([NH:9][C:10](=[O:14])OCC)=[S:8])=[CH:4][CH:3]=[N:2]1.[OH-].[Na+], predict the reaction product. The product is: [S:8]=[C:7]1[NH:9][C:10](=[O:14])[N:1]2[N:2]=[CH:3][CH:4]=[C:5]2[NH:6]1. (3) Given the reactants [NH2:1][CH2:2][CH2:3][NH:4][C:5]1[O:6][C:7]2[C:27]([OH:28])=[C:26]([O:29][CH3:30])[CH:25]=[CH:24][C:8]=2[C:9]=1[C:10]([C:12]1[CH:17]=[C:16]([O:18][CH3:19])[C:15]([O:20][CH3:21])=[C:14]([O:22][CH3:23])[CH:13]=1)=[O:11].[F:31][C:32]([F:37])([F:36])[C:33]([OH:35])=[O:34], predict the reaction product. The product is: [F:31][C:32]([F:37])([F:36])[C:33]([OH:35])=[O:34].[NH2:1][CH2:2][CH2:3][NH:4][C:5]1[O:6][C:7]2[C:27]([OH:28])=[C:26]([O:29][CH3:30])[CH:25]=[CH:24][C:8]=2[C:9]=1[C:10]([C:12]1[CH:13]=[C:14]([O:22][CH3:23])[C:15]([O:20][CH3:21])=[C:16]([O:18][CH3:19])[CH:17]=1)=[O:11].